Dataset: Forward reaction prediction with 1.9M reactions from USPTO patents (1976-2016). Task: Predict the product of the given reaction. (1) Given the reactants [CH:1]1([C:4]2[NH:9][C:8](=[O:10])[CH:7]=[C:6]([C:11]3[CH:16]=[CH:15][C:14]([C:17]([F:20])([F:19])[F:18])=[CH:13][CH:12]=3)[CH:5]=2)[CH2:3][CH2:2]1.[OH-].[Na+].[NH2:23]OS(O)(=O)=O, predict the reaction product. The product is: [NH2:23][N:9]1[C:4]([CH:1]2[CH2:2][CH2:3]2)=[CH:5][C:6]([C:11]2[CH:12]=[CH:13][C:14]([C:17]([F:20])([F:18])[F:19])=[CH:15][CH:16]=2)=[CH:7][C:8]1=[O:10]. (2) Given the reactants [Br-].[S:2]1[CH:6]=[CH:5][N:4]=[C:3]1[Zn+].FC(F)(F)S(O[C:14]1[CH2:19][N:18]([C:20]([O:22][C:23]([CH3:26])([CH3:25])[CH3:24])=[O:21])[CH2:17][CH2:16][CH:15]=1)(=O)=O, predict the reaction product. The product is: [S:2]1[CH:6]=[CH:5][N:4]=[C:3]1[C:16]1[CH2:17][N:18]([C:20]([O:22][C:23]([CH3:26])([CH3:25])[CH3:24])=[O:21])[CH2:19][CH2:14][CH:15]=1. (3) Given the reactants [C:1]1([C:7]2[C:11]([C:12]#[C:13][C:14]3[CH:19]=[CH:18][CH:17]=[CH:16][CH:15]=3)=[C:10]([NH:20]C(=O)C)[NH:9][N:8]=2)[CH:6]=[CH:5][CH:4]=[CH:3][CH:2]=1.C(O)C.[OH-].[Na+], predict the reaction product. The product is: [C:1]1([C:7]2[C:11]([C:12]#[C:13][C:14]3[CH:15]=[CH:16][CH:17]=[CH:18][CH:19]=3)=[C:10]([NH2:20])[NH:9][N:8]=2)[CH:2]=[CH:3][CH:4]=[CH:5][CH:6]=1. (4) Given the reactants Br[C:2]1[CH:3]=[N:4][CH:5]=[C:6]2[C:11]=1[N:10]=[C:9]([C:12]([NH2:14])=[O:13])[CH:8]=[CH:7]2.[F:15][C:16]([F:28])([F:27])[O:17][C:18]1[CH:23]=[CH:22][C:21](B(O)O)=[CH:20][CH:19]=1.C(=O)([O-])[O-].[Cs+].[Cs+], predict the reaction product. The product is: [F:15][C:16]([F:27])([F:28])[O:17][C:18]1[CH:23]=[CH:22][C:21]([C:2]2[CH:3]=[N:4][CH:5]=[C:6]3[C:11]=2[N:10]=[C:9]([C:12]([NH2:14])=[O:13])[CH:8]=[CH:7]3)=[CH:20][CH:19]=1. (5) The product is: [C:17]([C:16]1[CH:19]=[CH:20][C:13]([C:12]([OH:27])([C:21]2[N:22]([CH3:26])[CH:23]=[N:24][CH:25]=2)[C:9]2[CH:10]=[C:11]3[C:6](=[CH:7][CH:8]=2)[N:5]=[C:4]([O:28][CH3:29])[C:3]([O:30][CH2:31][CH:32]2[CH2:34][CH2:33]2)=[C:2]3[C:41]#[N:42])=[CH:14][CH:15]=1)#[N:18]. Given the reactants Cl[C:2]1[C:11]2[C:6](=[CH:7][CH:8]=[C:9]([C:12]([OH:27])([C:21]3[N:22]([CH3:26])[CH:23]=[N:24][CH:25]=3)[C:13]3[CH:20]=[CH:19][C:16]([C:17]#[N:18])=[CH:15][CH:14]=3)[CH:10]=2)[N:5]=[C:4]([O:28][CH3:29])[C:3]=1[O:30][CH2:31][CH:32]1[CH2:34][CH2:33]1.FC(F)(F)C1[N:42]=[CH:41]C(CO)=CC=1, predict the reaction product.